From a dataset of Forward reaction prediction with 1.9M reactions from USPTO patents (1976-2016). Predict the product of the given reaction. (1) Given the reactants [O:1]=[C:2]1[CH2:7][CH2:6][CH:5]([C:8]([O:10][CH2:11][CH3:12])=[O:9])[CH2:4][CH2:3]1.[Li][CH3:14].[NH4+].[Cl-], predict the reaction product. The product is: [OH:1][C:2]1([CH3:14])[CH2:7][CH2:6][CH:5]([C:8]([O:10][CH2:11][CH3:12])=[O:9])[CH2:4][CH2:3]1. (2) The product is: [OH:36][CH:37]1[CH2:42][CH2:41][N:40]([C:30]([C:29]2[CH:28]=[C:27]([CH:35]=[CH:34][CH:33]=2)[CH2:26][N:3]2[CH:4]=[C:5]([C:8]3[O:12][N:11]=[C:10]([C:13]4[CH:14]=[CH:15][C:16]([C:19]([CH3:25])([CH3:24])[C:20]([F:23])([F:22])[F:21])=[CH:17][CH:18]=4)[N:9]=3)[CH:6]=[CH:7][C:2]2=[O:1])=[O:31])[CH2:39][CH2:38]1. Given the reactants [O:1]=[C:2]1[CH:7]=[CH:6][C:5]([C:8]2[O:12][N:11]=[C:10]([C:13]3[CH:18]=[CH:17][C:16]([C:19]([CH3:25])([CH3:24])[C:20]([F:23])([F:22])[F:21])=[CH:15][CH:14]=3)[N:9]=2)=[CH:4][N:3]1[CH2:26][C:27]1[CH:28]=[C:29]([CH:33]=[CH:34][CH:35]=1)[C:30](Cl)=[O:31].[OH:36][CH:37]1[CH2:42][CH2:41][NH:40][CH2:39][CH2:38]1, predict the reaction product. (3) Given the reactants Cl.[NH2:2][C@H:3]([C:14]([O:16][CH3:17])=[O:15])[CH2:4][C:5]1[C:13]2[C:8](=[CH:9][CH:10]=[CH:11][CH:12]=2)[NH:7][CH:6]=1.C(N(CC)CC)C.[O:25]1[C:29]2[CH:30]=[CH:31][CH:32]=[CH:33][C:28]=2[CH:27]=[C:26]1[C:34](O)=[O:35].CCN=C=NCCCN(C)C.Cl, predict the reaction product. The product is: [O:25]1[C:29]2[CH:30]=[CH:31][CH:32]=[CH:33][C:28]=2[CH:27]=[C:26]1[C:34]([NH:2][C@H:3]([C:14]([O:16][CH3:17])=[O:15])[CH2:4][C:5]1[C:13]2[C:8](=[CH:9][CH:10]=[CH:11][CH:12]=2)[NH:7][CH:6]=1)=[O:35]. (4) Given the reactants [CH3:1][O:2][C:3]1[CH:8]=[CH:7][CH:6]=[C:5]([NH2:9])[CH:4]=1.CN(C)C1C=CC=CC=1.[Si:19]([O:26][C:27]1[CH:28]=[C:29]([C:35](=O)[CH2:36]Br)[CH:30]=[CH:31][C:32]=1[O:33][CH3:34])([C:22]([CH3:25])([CH3:24])[CH3:23])([CH3:21])[CH3:20].O, predict the reaction product. The product is: [Si:19]([O:26][C:27]1[CH:28]=[C:29]([C:35]2[NH:9][C:5]3[C:6]([CH:36]=2)=[CH:7][CH:8]=[C:3]([O:2][CH3:1])[CH:4]=3)[CH:30]=[CH:31][C:32]=1[O:33][CH3:34])([C:22]([CH3:25])([CH3:24])[CH3:23])([CH3:21])[CH3:20]. (5) Given the reactants [OH:1][C:2]1[CH:11]=[C:10]2[C:5]([CH:6]=[C:7]([C:13]3[CH:18]=[CH:17][C:16]([O:19][CH3:20])=[CH:15][CH:14]=3)[C:8](=[O:12])[O:9]2)=[CH:4][CH:3]=1.C(N(CC)CC)C.[F:28][C:29]([F:42])([F:41])[S:30](O[S:30]([C:29]([F:42])([F:41])[F:28])(=[O:32])=[O:31])(=[O:32])=[O:31], predict the reaction product. The product is: [F:28][C:29]([F:42])([F:41])[S:30]([O:1][C:2]1[CH:11]=[C:10]2[C:5]([CH:6]=[C:7]([C:13]3[CH:14]=[CH:15][C:16]([O:19][CH3:20])=[CH:17][CH:18]=3)[C:8](=[O:12])[O:9]2)=[CH:4][CH:3]=1)(=[O:32])=[O:31]. (6) The product is: [CH3:1][C:2]1(/[CH:8]=[CH:9]/[C:10]2[NH:22][C:21]3[CH:20]=[CH:19][C:18]([C:23]4[CH:28]=[CH:27][CH:26]=[CH:25][C:24]=4[C:29]([F:30])([F:31])[F:32])=[CH:17][C:16]=3[N:13]=2)[CH2:7][CH2:6][O:5][CH2:4][CH2:3]1. Given the reactants [CH3:1][C:2]1([CH:8]=[CH:9][C:10](O)=O)[CH2:7][CH2:6][O:5][CH2:4][CH2:3]1.[N+:13]([C:16]1[CH:17]=[C:18]([C:23]2[CH:28]=[CH:27][CH:26]=[CH:25][C:24]=2[C:29]([F:32])([F:31])[F:30])[CH:19]=[CH:20][C:21]=1[NH2:22])([O-])=O, predict the reaction product. (7) Given the reactants [O:1]1[CH2:6][CH2:5][N:4]([C:7]2[C:8]([O:13][CH:14]3[CH2:19][CH2:18][N:17](C(OC(C)(C)C)=O)[CH2:16][CH2:15]3)=[N:9][CH:10]=[CH:11][CH:12]=2)[CH2:3][CH2:2]1.[ClH:27], predict the reaction product. The product is: [ClH:27].[NH:17]1[CH2:16][CH2:15][CH:14]([O:13][C:8]2[C:7]([N:4]3[CH2:3][CH2:2][O:1][CH2:6][CH2:5]3)=[CH:12][CH:11]=[CH:10][N:9]=2)[CH2:19][CH2:18]1. (8) Given the reactants C(OC([NH:8][C@H:9]([C:24](=[O:36])[NH:25][C:26]1[CH:27]=[N:28][C:29]2[C:34]([CH:35]=1)=[CH:33][CH:32]=[CH:31][CH:30]=2)[CH2:10][CH:11]1[CH2:16][CH2:15][N:14](C(OC(C)(C)C)=O)[CH2:13][CH2:12]1)=O)(C)(C)C.Cl.CCOC(C)=O, predict the reaction product. The product is: [NH2:8][C@@H:9]([CH2:10][CH:11]1[CH2:16][CH2:15][NH:14][CH2:13][CH2:12]1)[C:24]([NH:25][C:26]1[CH:27]=[N:28][C:29]2[C:34]([CH:35]=1)=[CH:33][CH:32]=[CH:31][CH:30]=2)=[O:36]. (9) Given the reactants [CH3:1][CH:2]([C:5]1[CH:10]=[CH:9][CH:8]=[C:7]([N+:11]([O-])=O)[C:6]=1[O:14][CH2:15][C:16]([O:18]C)=O)[CH:3]=[CH2:4].CO.O.[NH4+].[Cl-], predict the reaction product. The product is: [CH3:1][CH:2]([C:5]1[C:6]2[O:14][CH2:15][C:16](=[O:18])[NH:11][C:7]=2[CH:8]=[CH:9][CH:10]=1)[CH:3]=[CH2:4].